This data is from Forward reaction prediction with 1.9M reactions from USPTO patents (1976-2016). The task is: Predict the product of the given reaction. (1) Given the reactants [Cl:1][C:2]1[CH:9]=[C:8]([C:10]2[CH:14]=[CH:13][NH:12][N:11]=2)[CH:7]=[C:6]([F:15])[C:3]=1[C:4]#[N:5].[C:16]1(P(C2C=CC=CC=2)C2C=CC=CC=2)[CH:21]=CC=C[CH:17]=1.CC(OC(/[N:41]=N/C(OC(C)C)=O)=O)C.Cl, predict the reaction product. The product is: [NH2:41][CH2:17][C@@H:16]([N:12]1[CH:13]=[CH:14][C:10]([C:8]2[CH:7]=[C:6]([F:15])[C:3]([C:4]#[N:5])=[C:2]([Cl:1])[CH:9]=2)=[N:11]1)[CH3:21]. (2) Given the reactants [N+:1]([C:4]1[CH:5]=[CH:6][C:7]2[O:11][C:10]([C:12]([O:14][CH2:15][CH3:16])=[O:13])=[CH:9][C:8]=2[CH:17]=1)([O-])=O, predict the reaction product. The product is: [NH2:1][C:4]1[CH:5]=[CH:6][C:7]2[O:11][C:10]([C:12]([O:14][CH2:15][CH3:16])=[O:13])=[CH:9][C:8]=2[CH:17]=1. (3) Given the reactants [O:1]=[C:2]1[NH:6][CH:5]=[C:4]([C:7]([OH:9])=O)[O:3]1.[CH3:10][NH:11][CH2:12][CH2:13][CH:14]1[CH2:19][CH2:18][N:17]([C:20]([O:22][CH2:23][C:24]2[CH:29]=[C:28]([Cl:30])[CH:27]=[C:26]([Cl:31])[CH:25]=2)=[O:21])[CH2:16][CH2:15]1.CCN(C(C)C)C(C)C.CN(C(ON1N=NC2C=CC=NC1=2)=[N+](C)C)C.F[P-](F)(F)(F)(F)F, predict the reaction product. The product is: [CH3:10][N:11]([CH2:12][CH2:13][CH:14]1[CH2:15][CH2:16][N:17]([C:20]([O:22][CH2:23][C:24]2[CH:25]=[C:26]([Cl:31])[CH:27]=[C:28]([Cl:30])[CH:29]=2)=[O:21])[CH2:18][CH2:19]1)[C:7]([C:4]1[O:3][C:2](=[O:1])[NH:6][CH:5]=1)=[O:9]. (4) Given the reactants [C:1]1([C:7](Cl)([C:14]2[CH:19]=[CH:18][CH:17]=[CH:16][CH:15]=2)[C:8]2[CH:13]=[CH:12][CH:11]=[CH:10][CH:9]=2)[CH:6]=[CH:5][CH:4]=[CH:3][CH:2]=1.[CH3:21][C:22]1[NH:23][CH:24]=[CH:25][N:26]=1.C(N(CC)CC)C.CN(C)C=O, predict the reaction product. The product is: [CH3:21][C:22]1[N:23]([C:7]([C:14]2[CH:19]=[CH:18][CH:17]=[CH:16][CH:15]=2)([C:8]2[CH:13]=[CH:12][CH:11]=[CH:10][CH:9]=2)[C:1]2[CH:6]=[CH:5][CH:4]=[CH:3][CH:2]=2)[CH:24]=[CH:25][N:26]=1. (5) Given the reactants [OH:1][CH2:2][C:3]1[N:4]=[C:5]2[C:10]([C:11]3[CH:16]=[CH:15][N:14]=[CH:13][CH:12]=3)=[N:9][CH:8]=[C:7]([C:17]3[CH:18]=[CH:19][C:20]([N:23]4[CH2:28][CH2:27][N:26]([C:29]([O:31][C:32]([CH3:35])([CH3:34])[CH3:33])=[O:30])[CH2:25][CH2:24]4)=[N:21][CH:22]=3)[N:6]2[CH:36]=1.Cl[C:38]1[CH:47]=[CH:46][C:45]2[C:40](=[CH:41][CH:42]=[CH:43][CH:44]=2)[N:39]=1.C1OCCOCCOCCOCCOCCOC1.CC(C)([O-])C.[K+], predict the reaction product. The product is: [N:14]1[CH:13]=[CH:12][C:11]([C:10]2[C:5]3[N:6]([CH:36]=[C:3]([CH2:2][O:1][C:38]4[CH:47]=[CH:46][C:45]5[C:40](=[CH:41][CH:42]=[CH:43][CH:44]=5)[N:39]=4)[N:4]=3)[C:7]([C:17]3[CH:18]=[CH:19][C:20]([N:23]4[CH2:24][CH2:25][N:26]([C:29]([O:31][C:32]([CH3:33])([CH3:35])[CH3:34])=[O:30])[CH2:27][CH2:28]4)=[N:21][CH:22]=3)=[CH:8][N:9]=2)=[CH:16][CH:15]=1.